This data is from TCR-epitope binding with 47,182 pairs between 192 epitopes and 23,139 TCRs. The task is: Binary Classification. Given a T-cell receptor sequence (or CDR3 region) and an epitope sequence, predict whether binding occurs between them. (1) The epitope is GMFNMLSTVLGVS. The TCR CDR3 sequence is CASSESEAVGNTIYF. Result: 0 (the TCR does not bind to the epitope). (2) The epitope is TPRVTGGGAM. The TCR CDR3 sequence is CASSSHDYRGRRSPLHF. Result: 1 (the TCR binds to the epitope). (3) The epitope is ALLADKFPV. Result: 0 (the TCR does not bind to the epitope). The TCR CDR3 sequence is CSANQGSPLHF.